Dataset: Full USPTO retrosynthesis dataset with 1.9M reactions from patents (1976-2016). Task: Predict the reactants needed to synthesize the given product. (1) Given the product [C:54]([O:58][C:59]([NH:61][CH2:62][CH2:63][O:50][C:44]1[CH:43]=[C:42]2[C:47]([C:38]([NH:37][C:36]3[CH:51]=[CH:52][C:33]([Cl:32])=[CH:34][C:35]=3[F:53])=[N:39][CH:40]=[N:41]2)=[CH:46][C:45]=1[O:48][CH3:49])=[O:60])([CH3:57])([CH3:56])[CH3:55], predict the reactants needed to synthesize it. The reactants are: N(C(OCC)=O)=NC(OCC)=O.C1(P(C2C=CC=CC=2)C2C=CC=CC=2)C=CC=CC=1.[Cl:32][C:33]1[CH:52]=[CH:51][C:36]([NH:37][C:38]2[C:47]3[C:42](=[CH:43][C:44]([OH:50])=[C:45]([O:48][CH3:49])[CH:46]=3)[N:41]=[CH:40][N:39]=2)=[C:35]([F:53])[CH:34]=1.[C:54]([O:58][C:59]([NH:61][CH2:62][CH2:63]O)=[O:60])([CH3:57])([CH3:56])[CH3:55]. (2) Given the product [I:15][C:3]1[C:4]2[C:5](=[N:6][CH:7]=[N:8][CH:9]=2)[NH:1][N:2]=1, predict the reactants needed to synthesize it. The reactants are: [NH:1]1[C:5]2=[N:6][CH:7]=[N:8][CH:9]=[C:4]2[C:3](N)=[N:2]1.N([O-])=O.[Na+].[I-:15].[K+].C(=O)([O-])[O-].[Na+].[Na+]. (3) Given the product [F:29][C:30]([F:71])([F:70])[C:31]1[CH:32]=[C:33]([CH:67]=[CH:68][CH:69]=1)[CH2:34][NH:35][C:36]([C:37]1[CH:42]=[CH:41][N:40]=[C:39]([C:43]2[CH:48]=[C:47]([N:49]3[CH2:54][CH2:53][CH2:52][CH2:51][CH2:50]3)[CH:46]=[CH:45][C:44]=2[NH:55][C:56]([C:57]2[CH:58]=[C:59]([CH:60]=[CH:61][CH:62]=2)[CH2:63][N:2]([CH3:1])[CH2:3][CH2:4][O:5][CH2:6][CH2:7][O:8][CH2:9][CH2:10][O:11][CH2:12][CH2:13][C:14]([O:16][C:17]([CH3:19])([CH3:18])[CH3:20])=[O:15])=[O:65])[CH:38]=1)=[O:66], predict the reactants needed to synthesize it. The reactants are: [CH3:1][NH:2][CH2:3][CH2:4][O:5][CH2:6][CH2:7][O:8][CH2:9][CH2:10][O:11][CH2:12][CH2:13][C:14]([O:16][C:17]([CH3:20])([CH3:19])[CH3:18])=[O:15].C(=O)([O-])[O-].[K+].[K+].[I-].[K+].[F:29][C:30]([F:71])([F:70])[C:31]1[CH:32]=[C:33]([CH:67]=[CH:68][CH:69]=1)[CH2:34][NH:35][C:36](=[O:66])[C:37]1[CH:42]=[CH:41][N:40]=[C:39]([C:43]2[CH:48]=[C:47]([N:49]3[CH2:54][CH2:53][CH2:52][CH2:51][CH2:50]3)[CH:46]=[CH:45][C:44]=2[NH:55][C:56](=[O:65])[C:57]2[CH:62]=[CH:61][CH:60]=[C:59]([CH2:63]Br)[CH:58]=2)[CH:38]=1. (4) Given the product [Br:38][C:27]1[CH:26]=[N:25][C:24]2[N:20]([Si:19]([CH:16]([CH3:18])[CH3:17])([CH:31]([CH3:33])[CH3:32])[CH:34]([CH3:36])[CH3:35])[CH:21]=[CH:22][C:23]=2[C:28]=1[C:29]#[N:30], predict the reactants needed to synthesize it. The reactants are: CC1(C)CCCC(C)(C)N1.[Li+].CCC[CH2-].[CH:16]([Si:19]([CH:34]([CH3:36])[CH3:35])([CH:31]([CH3:33])[CH3:32])[N:20]1[C:24]2[N:25]=[CH:26][CH:27]=[C:28]([C:29]#[N:30])[C:23]=2[CH:22]=[CH:21]1)([CH3:18])[CH3:17].C(Br)(Br)(Br)[Br:38]. (5) Given the product [C:1]([O:5][C:6]([N:8]1[CH2:12][CH2:11][CH2:10][C@H:9]1[CH2:13][NH:14][C:15]1[C:16]([O:27][C:28]2[CH:33]=[CH:32][C:31]([C:34]([OH:36])=[O:35])=[CH:30][CH:29]=2)=[N:17][C:18]([C:21]2[CH:22]=[N:23][CH:24]=[CH:25][CH:26]=2)=[N:19][CH:20]=1)=[O:7])([CH3:4])([CH3:2])[CH3:3], predict the reactants needed to synthesize it. The reactants are: [C:1]([O:5][C:6]([N:8]1[CH2:12][CH2:11][CH2:10][C@H:9]1[CH2:13][NH:14][C:15]1[C:16]([O:27][C:28]2[CH:33]=[CH:32][C:31]([C:34]([O:36]CC)=[O:35])=[CH:30][CH:29]=2)=[N:17][C:18]([C:21]2[CH:22]=[N:23][CH:24]=[CH:25][CH:26]=2)=[N:19][CH:20]=1)=[O:7])([CH3:4])([CH3:3])[CH3:2].[OH-].[Na+].Cl. (6) Given the product [N:11]1([S:8]([C:4]2[C:3]3[O:16][C:20]([SH:21])=[N:1][C:2]=3[CH:7]=[CH:6][CH:5]=2)(=[O:10])=[O:9])[CH2:15][CH2:14][CH2:13][CH2:12]1, predict the reactants needed to synthesize it. The reactants are: [NH2:1][C:2]1[CH:7]=[CH:6][CH:5]=[C:4]([S:8]([N:11]2[CH2:15][CH2:14][CH2:13][CH2:12]2)(=[O:10])=[O:9])[C:3]=1[OH:16].CCO[C:20]([S-])=[S:21].[K+]. (7) Given the product [Si:21]([O:16][CH2:15][CH2:14][C@@H:12]1[CH2:13][N:11]1[S:8]([C:5]1[CH:4]=[CH:3][C:2]([F:1])=[CH:7][CH:6]=1)(=[O:10])=[O:9])([C:18]([CH3:20])([CH3:19])[CH3:17])([CH3:23])[CH3:22], predict the reactants needed to synthesize it. The reactants are: [F:1][C:2]1[CH:7]=[CH:6][C:5]([S:8]([N:11]2[CH2:13][C@H:12]2[CH2:14][CH2:15][OH:16])(=[O:10])=[O:9])=[CH:4][CH:3]=1.[CH3:17][C:18]([Si:21](Cl)([CH3:23])[CH3:22])([CH3:20])[CH3:19].N1C=CN=C1.